This data is from Catalyst prediction with 721,799 reactions and 888 catalyst types from USPTO. The task is: Predict which catalyst facilitates the given reaction. (1) Reactant: C[Si](C)(C)[NH:3][Si](C)(C)C.C([Li])CCC.[CH3:15][O:16][C:17]1[C:24]([O:25][CH3:26])=[CH:23][CH:22]=[CH:21][C:18]=1[C:19]#[N:20].Cl. Product: [CH3:15][O:16][C:17]1[C:24]([O:25][CH3:26])=[CH:23][CH:22]=[CH:21][C:18]=1[C:19]([NH2:3])=[NH:20]. The catalyst class is: 788. (2) Product: [NH:23]1[CH2:24][CH:25]=[C:20]([C:17]2[CH:18]=[CH:19][C:14]([NH:13][C:11]([N:2]3[CH2:3][CH2:4][C:5]4[C:10](=[CH:9][CH:8]=[CH:7][CH:6]=4)[CH2:1]3)=[O:12])=[CH:15][CH:16]=2)[CH2:21][CH2:22]1. The catalyst class is: 4. Reactant: [CH2:1]1[C:10]2[C:5](=[CH:6][CH:7]=[CH:8][CH:9]=2)[CH2:4][CH2:3][N:2]1[C:11]([NH:13][C:14]1[CH:19]=[CH:18][C:17]([C:20]2[CH2:21][CH2:22][N:23](C(OC(C)(C)C)=O)[CH2:24][CH:25]=2)=[CH:16][CH:15]=1)=[O:12].FC(F)(F)C(O)=O.